Regression. Given a peptide amino acid sequence and an MHC pseudo amino acid sequence, predict their binding affinity value. This is MHC class II binding data. From a dataset of Peptide-MHC class II binding affinity with 134,281 pairs from IEDB. The peptide sequence is MFNMLSTVLGVSILN. The MHC is DRB1_0101 with pseudo-sequence DRB1_0101. The binding affinity (normalized) is 0.755.